This data is from Forward reaction prediction with 1.9M reactions from USPTO patents (1976-2016). The task is: Predict the product of the given reaction. (1) Given the reactants [N:1]1([CH2:6][C:7]2[CH:12]=[CH:11][C:10]([CH2:13][CH2:14][NH2:15])=[CH:9][CH:8]=2)[CH2:5][CH2:4][CH2:3][CH2:2]1.[Cl:16][C:17]1[CH:18]=[C:19]([C:24]2[CH:29]=[CH:28][C:27]([C:30](O)=[O:31])=[CH:26][CH:25]=2)[CH:20]=[CH:21][C:22]=1[Cl:23], predict the reaction product. The product is: [N:1]1([CH2:6][C:7]2[CH:12]=[CH:11][C:10]([CH2:13][CH2:14][NH:15][C:30]([C:27]3[CH:26]=[CH:25][C:24]([C:19]4[CH:20]=[CH:21][C:22]([Cl:23])=[C:17]([Cl:16])[CH:18]=4)=[CH:29][CH:28]=3)=[O:31])=[CH:9][CH:8]=2)[CH2:5][CH2:4][CH2:3][CH2:2]1. (2) Given the reactants [C:1]([C@@H]1CCN(N)C1)([O:3][C:4]([CH3:7])([CH3:6])[CH3:5])=[O:2].[CH2:14]([N:16]([CH2:19][CH3:20])[CH2:17][CH3:18])[CH3:15].ClC1C2[C:26](=[CH:27][C:28]([CH3:32])=[CH:29][CH:30]=2)[N:25]=[C:24]([C:33]2[CH:38]=[CH:37][CH:36]=[CH:35][C:34]=2[OH:39])[N:23]=1.O.C[N:42](C=O)C, predict the reaction product. The product is: [OH:39][C:34]1[CH:35]=[CH:36][CH:37]=[CH:38][C:33]=1[C:24]1[N:23]=[C:14]([N:16]2[CH2:19][CH2:20][C@@H:18]([NH:42][C:1](=[O:2])[O:3][C:4]([CH3:7])([CH3:6])[CH3:5])[CH2:17]2)[C:15]2[C:26](=[CH:27][C:28]([CH3:32])=[CH:29][CH:30]=2)[N:25]=1. (3) Given the reactants [C:1]([O:5][C:6](=[O:21])[CH2:7][C@@H:8]([CH2:12][CH2:13][CH2:14][CH:15]1[CH2:20][CH2:19][CH2:18][CH2:17][CH2:16]1)[C:9]([OH:11])=O)([CH3:4])([CH3:3])[CH3:2].C(N1C=CN=C1)(N1C=CN=C1)=O.O[N:35]=[C:36]([NH2:41])[CH2:37][CH2:38][O:39][CH3:40], predict the reaction product. The product is: [CH:15]1([CH2:14][CH2:13][CH2:12][C@@H:8]([C:9]2[O:11][N:41]=[C:36]([CH2:37][CH2:38][O:39][CH3:40])[N:35]=2)[CH2:7][C:6]([O:5][C:1]([CH3:2])([CH3:3])[CH3:4])=[O:21])[CH2:20][CH2:19][CH2:18][CH2:17][CH2:16]1.